This data is from Full USPTO retrosynthesis dataset with 1.9M reactions from patents (1976-2016). The task is: Predict the reactants needed to synthesize the given product. (1) Given the product [Br:1][C:23]1[C:22]([C:24]2[CH:29]=[CH:28][CH:27]=[CH:26][CH:25]=2)=[N:21][N:15]2[C:16]([Si:17]([CH3:20])([CH3:19])[CH3:18])=[C:11]([S:10][CH3:9])[CH:12]=[CH:13][C:14]=12, predict the reactants needed to synthesize it. The reactants are: [Br:1]N1C(=O)CCC1=O.[CH3:9][S:10][C:11]1[CH:12]=[CH:13][C:14]2[N:15]([N:21]=[C:22]([C:24]3[CH:29]=[CH:28][CH:27]=[CH:26][CH:25]=3)[CH:23]=2)[C:16]=1[Si:17]([CH3:20])([CH3:19])[CH3:18].C(=O)(O)[O-].[Na+]. (2) Given the product [Cl:22][C:3]1[CH:4]=[C:5]([F:21])[C:6]([N:8]2[C:13](=[O:14])[CH:12]=[C:11]([C:15]([F:18])([F:17])[F:16])[N:10]([CH3:19])[C:9]2=[O:20])=[CH:7][C:2]=1[NH:1][C:32]([NH:31][CH2:34][C:35]([O:37][CH2:38][CH3:39])=[O:36])=[S:33], predict the reactants needed to synthesize it. The reactants are: [NH2:1][C:2]1[C:3]([Cl:22])=[CH:4][C:5]([F:21])=[C:6]([N:8]2[C:13](=[O:14])[CH:12]=[C:11]([C:15]([F:18])([F:17])[F:16])[N:10]([CH3:19])[C:9]2=[O:20])[CH:7]=1.O1CCCC1.C(O)C.[N:31]([CH2:34][C:35]([O:37][CH2:38][CH3:39])=[O:36])=[C:32]=[S:33]. (3) Given the product [CH:1]1([CH:4]([C:18]2[CH:23]=[CH:22][CH:21]=[CH:20][CH:19]=2)[NH:5][C:6]([C:8]2[CH:9]=[C:10]3[C:14](=[CH:15][CH:16]=2)[NH:13][N:12]=[C:11]3[C:33]2[CH:38]=[CH:37][CH:36]=[C:35]([N:39]3[CH2:40][CH2:41][O:42][CH2:43][CH2:44]3)[CH:34]=2)=[O:7])[CH2:3][CH2:2]1, predict the reactants needed to synthesize it. The reactants are: [CH:1]1([CH:4]([C:18]2[CH:23]=[CH:22][CH:21]=[CH:20][CH:19]=2)[NH:5][C:6]([C:8]2[CH:9]=[C:10]3[C:14](=[CH:15][CH:16]=2)[NH:13][N:12]=[C:11]3I)=[O:7])[CH2:3][CH2:2]1.B1([C:33]2[CH:38]=[CH:37][CH:36]=[C:35]([N:39]3[CH2:44][CH2:43][O:42][CH2:41][CH2:40]3)[CH:34]=2)OC(C)(C)C(C)(C)O1.C([O-])([O-])=O.[Na+].[Na+]. (4) Given the product [F:29][CH:27]([F:28])[O:26][CH2:25][C:21]1[N:20]=[C:19]([CH2:18][N:14]2[C:9]3[N:10]=[C:11]([NH2:13])[N:12]=[C:7]([C:5]4[O:6][C:2]([CH3:1])=[CH:3][CH:4]=4)[C:8]=3[N:16]=[N:15]2)[CH:24]=[CH:23][CH:22]=1, predict the reactants needed to synthesize it. The reactants are: [CH3:1][C:2]1[O:6][C:5]([C:7]2[C:8]3[NH:16][N:15]=[N:14][C:9]=3[N:10]=[C:11]([NH2:13])[N:12]=2)=[CH:4][CH:3]=1.Br[CH2:18][C:19]1[CH:24]=[CH:23][CH:22]=[C:21]([CH2:25][O:26][CH:27]([F:29])[F:28])[N:20]=1. (5) Given the product [C:1]([O:4][C@@H:5]1[C@@H:26]([O:27][C:28](=[O:30])[CH3:29])[C@H:25]([O:31][C:32](=[O:34])[CH3:33])[CH2:24][S:23][C@H:6]1[O:7][C:8]1[CH:9]=[N:10][CH:11]=[C:12]([C:38]([N:37]([CH2:41][CH3:42])[CH2:35][CH3:36])=[O:39])[CH:13]=1)(=[O:3])[CH3:2], predict the reactants needed to synthesize it. The reactants are: [C:1]([O:4][C@@H:5]1[C@@H:26]([O:27][C:28](=[O:30])[CH3:29])[C@H:25]([O:31][C:32](=[O:34])[CH3:33])[CH2:24][S:23][C@H:6]1[O:7][C:8]1[CH:9]=[N:10][CH:11]=[C:12](B2OC(C)(C)C(C)(C)O2)[CH:13]=1)(=[O:3])[CH3:2].[CH2:35]([N:37]([CH2:41][CH3:42])[C:38](Cl)=[O:39])[CH3:36]. (6) Given the product [CH2:1]([O:4][C:5]1([CH3:34])[CH2:10][CH2:9][N:8]([C:11]2[N:16]3[N:17]=[C:18]([CH2:20][O:43][CH2:42][C:40]4[CH:41]=[C:36]([F:35])[CH:37]=[CH:38][C:39]=4[O:44][C@H:45]([CH2:47][CH:48]=[CH2:49])[CH3:46])[CH:19]=[C:15]3[N:14]=[C:13]([CH3:22])[C:12]=2[C@H:23]([O:29][C:30]([CH3:33])([CH3:32])[CH3:31])[C:24]([O:26][CH2:27][CH3:28])=[O:25])[CH2:7][CH2:6]1)[CH:2]=[CH2:3], predict the reactants needed to synthesize it. The reactants are: [CH2:1]([O:4][C:5]1([CH3:34])[CH2:10][CH2:9][N:8]([C:11]2[N:16]3[N:17]=[C:18]([CH2:20]I)[CH:19]=[C:15]3[N:14]=[C:13]([CH3:22])[C:12]=2[C@H:23]([O:29][C:30]([CH3:33])([CH3:32])[CH3:31])[C:24]([O:26][CH2:27][CH3:28])=[O:25])[CH2:7][CH2:6]1)[CH:2]=[CH2:3].[F:35][C:36]1[CH:37]=[CH:38][C:39]([O:44][C@H:45]([CH2:47][CH:48]=[CH2:49])[CH3:46])=[C:40]([CH2:42][OH:43])[CH:41]=1.[H-].[Na+].